From a dataset of NCI-60 drug combinations with 297,098 pairs across 59 cell lines. Regression. Given two drug SMILES strings and cell line genomic features, predict the synergy score measuring deviation from expected non-interaction effect. Drug 1: C1CCC(C1)C(CC#N)N2C=C(C=N2)C3=C4C=CNC4=NC=N3. Drug 2: B(C(CC(C)C)NC(=O)C(CC1=CC=CC=C1)NC(=O)C2=NC=CN=C2)(O)O. Cell line: SNB-19. Synergy scores: CSS=-2.12, Synergy_ZIP=1.35, Synergy_Bliss=0.252, Synergy_Loewe=-0.916, Synergy_HSA=-2.66.